Dataset: Forward reaction prediction with 1.9M reactions from USPTO patents (1976-2016). Task: Predict the product of the given reaction. (1) Given the reactants Br[C:2]1[CH:7]=[CH:6][C:5]([S:8]([NH2:11])(=[O:10])=[O:9])=[CH:4][CH:3]=1.C([O-])(=O)C.[K+].[Cl:17][C:18]1[CH:23]=[CH:22][C:21]([C:24]2[N:25]=[C:26]([C:29]([N:31]([CH:33]3[CH2:35][CH2:34]3)[CH3:32])=[O:30])[S:27][CH:28]=2)=[CH:20][CH:19]=1, predict the reaction product. The product is: [Cl:17][C:18]1[CH:19]=[CH:20][C:21]([C:24]2[N:25]=[C:26]([C:29]([N:31]([CH:33]3[CH2:35][CH2:34]3)[CH3:32])=[O:30])[S:27][C:28]=2[C:2]2[CH:7]=[CH:6][C:5]([S:8](=[O:10])(=[O:9])[NH2:11])=[CH:4][CH:3]=2)=[CH:22][CH:23]=1. (2) Given the reactants [CH3:1][N:2]([CH2:14][CH2:15][CH2:16][NH:17][C:18]1[N:19]=[N+:20]([O-:29])[C:21]2[CH:27]=[CH:26][C:25]([CH3:28])=[CH:24][C:22]=2[N:23]=1)[CH2:3][CH2:4][CH2:5][NH:6]C(=O)OC(C)(C)C, predict the reaction product. The product is: [NH2:6][CH2:5][CH2:4][CH2:3][N:2]([CH3:1])[CH2:14][CH2:15][CH2:16][NH:17][C:18]1[N:19]=[N+:20]([O-:29])[C:21]2[CH:27]=[CH:26][C:25]([CH3:28])=[CH:24][C:22]=2[N:23]=1. (3) Given the reactants [NH:1]1[CH:5]=[CH:4][N:3]=[CH:2]1.C1C=CC(P(C2C=CC=CC=2)C2C=CC=CC=2)=CC=1.[Cl:25][C:26]1[CH:31]=[CH:30][C:29]([N:32]2[C:37](=[O:38])[C:36]3[CH:39]=[N:40][N:41]([C:42]4[CH:47]=[CH:46][CH:45]=[CH:44][CH:43]=4)[C:35]=3[N:34]=[C:33]2[C:48]2[CH:53]=[CH:52][C:51](I)=[CH:50][CH:49]=2)=[CH:28][CH:27]=1, predict the reaction product. The product is: [Cl:25][C:26]1[CH:27]=[CH:28][C:29]([N:32]2[C:37](=[O:38])[C:36]3[CH:39]=[N:40][N:41]([C:42]4[CH:47]=[CH:46][CH:45]=[CH:44][CH:43]=4)[C:35]=3[N:34]=[C:33]2[C:48]2[CH:49]=[CH:50][C:51]([C:2]3[NH:1][CH:5]=[CH:4][N:3]=3)=[CH:52][CH:53]=2)=[CH:30][CH:31]=1. (4) Given the reactants [CH3:1][O:2][C:3]1[CH:4]=[CH:5][C:6]([NH:11][C:12]2[C:13]3[N:33]=[CH:32][S:31][C:14]=3[N:15]=[C:16]([N:18]3[CH2:22][CH2:21][CH:20]([NH:23]C(=O)OC(C)(C)C)[CH2:19]3)[N:17]=2)=[N:7][C:8]=1[O:9][CH3:10].[ClH:34], predict the reaction product. The product is: [ClH:34].[NH2:23][CH:20]1[CH2:21][CH2:22][N:18]([C:16]2[N:17]=[C:12]([NH:11][C:6]3[CH:5]=[CH:4][C:3]([O:2][CH3:1])=[C:8]([O:9][CH3:10])[N:7]=3)[C:13]3[N:33]=[CH:32][S:31][C:14]=3[N:15]=2)[CH2:19]1. (5) Given the reactants [F:1][C:2]1[CH:3]=[C:4]([C:8]2[N:13]=[CH:12][C:11]([C:14]([NH:16][C@H:17]3[CH2:21][CH2:20][C@@H:19]([C:22](O)=[O:23])[CH2:18]3)=[O:15])=[CH:10][CH:9]=2)[CH:5]=[CH:6][CH:7]=1.[CH3:25][NH:26][CH3:27], predict the reaction product. The product is: [CH3:25][N:26]([CH3:27])[C:22]([C@@H:19]1[CH2:20][CH2:21][C@H:17]([NH:16][C:14](=[O:15])[C:11]2[CH:10]=[CH:9][C:8]([C:4]3[CH:5]=[CH:6][CH:7]=[C:2]([F:1])[CH:3]=3)=[N:13][CH:12]=2)[CH2:18]1)=[O:23]. (6) Given the reactants [Cl:1][C:2]1[CH:7]=[CH:6][C:5]([S:8]([CH2:11][CH2:12][C:13]([OH:15])=O)(=[O:10])=[O:9])=[CH:4][CH:3]=1.C(Cl)(=O)C([Cl:19])=O.CN(C=O)C, predict the reaction product. The product is: [Cl:1][C:2]1[CH:7]=[CH:6][C:5]([S:8]([CH2:11][CH2:12][C:13]([Cl:19])=[O:15])(=[O:10])=[O:9])=[CH:4][CH:3]=1. (7) Given the reactants Cl[C:2]1[CH:9]=[CH:8][C:7]([N+:10]([O-])=O)=[CH:6][C:3]=1[C:4]#[N:5].[O:13]1[CH2:18][CH2:17][N:16]([CH:19]2[CH2:24][CH2:23][NH:22][CH2:21][CH2:20]2)[CH2:15][CH2:14]1, predict the reaction product. The product is: [NH2:10][C:7]1[CH:8]=[CH:9][C:2]([N:22]2[CH2:23][CH2:24][CH:19]([N:16]3[CH2:17][CH2:18][O:13][CH2:14][CH2:15]3)[CH2:20][CH2:21]2)=[C:3]([CH:6]=1)[C:4]#[N:5]. (8) The product is: [Cl:1][C:2]1[CH:3]=[CH:4][C:5]([C@@:8]2([CH3:41])[C@:12]([C:14]3[CH:19]=[CH:18][C:17]([Cl:20])=[CH:16][CH:15]=3)([CH3:13])[N:11]([C:21]([N:54]3[CH2:55][CH2:56][N:51]([CH2:50][CH2:49][CH2:48][S:45]([CH3:44])(=[O:46])=[O:47])[CH2:52][CH2:53]3)=[O:22])[C:10]([C:24]3[CH:29]=[C:28]([S:30]([N:33]4[CH2:34][CH2:35][CH2:36][CH2:37]4)(=[O:31])=[O:32])[CH:27]=[CH:26][C:25]=3[O:38][CH2:39][CH3:40])=[N:9]2)=[CH:6][CH:7]=1. Given the reactants [Cl:1][C:2]1[CH:7]=[CH:6][C:5]([C:8]2([CH3:41])[C:12]([C:14]3[CH:19]=[CH:18][C:17]([Cl:20])=[CH:16][CH:15]=3)([CH3:13])[N:11]([C:21](Cl)=[O:22])[C:10]([C:24]3[CH:29]=[C:28]([S:30]([N:33]4[CH2:37][CH2:36][CH2:35][CH2:34]4)(=[O:32])=[O:31])[CH:27]=[CH:26][C:25]=3[O:38][CH2:39][CH3:40])=[N:9]2)=[CH:4][CH:3]=1.Cl.Cl.[CH3:44][S:45]([CH2:48][CH2:49][CH2:50][N:51]1[CH2:56][CH2:55][NH:54][CH2:53][CH2:52]1)(=[O:47])=[O:46], predict the reaction product. (9) Given the reactants [OH:1][C:2]1[CH:10]=[CH:9][C:8]([S:11](=[O:15])(=[O:14])[NH:12][CH3:13])=[CH:7][C:3]=1[C:4]([OH:6])=[O:5].[CH:16]1N=CN(C(N2C=NC=C2)=O)C=1.CO, predict the reaction product. The product is: [CH3:16][O:5][C:4](=[O:6])[C:3]1[CH:7]=[C:8]([S:11](=[O:15])(=[O:14])[NH:12][CH3:13])[CH:9]=[CH:10][C:2]=1[OH:1].